Dataset: Catalyst prediction with 721,799 reactions and 888 catalyst types from USPTO. Task: Predict which catalyst facilitates the given reaction. (1) Reactant: [CH3:1][C:2]([O:5][C:6]([N:8]1[CH2:13][CH2:12][N:11]([S:14]([NH2:17])(=[O:16])=[O:15])[CH2:10][CH2:9]1)=[O:7])([CH3:4])[CH3:3].C1(P(C2CCCCC2)C2C=CC=CC=2C2C(C(C)C)=CC(C(C)C)=CC=2C(C)C)CCCCC1.C(=O)([O-])[O-].[Cs+].[Cs+].Cl[C:59]1[N:64]=[C:63]([S:65][CH2:66][C:67]2[CH:72]=[CH:71][CH:70]=[C:69]([F:73])[C:68]=2[F:74])[N:62]=[C:61]([O:75][CH2:76][CH2:77][CH2:78][OH:79])[CH:60]=1. Product: [F:74][C:68]1[C:69]([F:73])=[CH:70][CH:71]=[CH:72][C:67]=1[CH2:66][S:65][C:63]1[N:64]=[C:59]([NH:17][S:14]([N:11]2[CH2:12][CH2:13][N:8]([C:6]([O:5][C:2]([CH3:1])([CH3:3])[CH3:4])=[O:7])[CH2:9][CH2:10]2)(=[O:16])=[O:15])[CH:60]=[C:61]([O:75][CH2:76][CH2:77][CH2:78][OH:79])[N:62]=1. The catalyst class is: 62. (2) Reactant: Br[C:2]1[C:11]2[C:6](=[CH:7][CH:8]=[CH:9][CH:10]=2)[NH:5][C:4](=[O:12])[C:3]=1[OH:13].[C:14]1(B(O)O)[CH:19]=[CH:18][CH:17]=[CH:16][CH:15]=1.C([O-])([O-])=O.[Na+].[Na+]. Product: [C:14]1([C:2]2[C:11]3[C:6](=[CH:7][CH:8]=[CH:9][CH:10]=3)[NH:5][C:4](=[O:12])[C:3]=2[OH:13])[CH:19]=[CH:18][CH:17]=[CH:16][CH:15]=1. The catalyst class is: 70. (3) Reactant: Cl.[C:2]1(=[O:12])[C:6]2([CH2:11][CH2:10][CH2:9][NH:8][CH2:7]2)[CH2:5][CH2:4][O:3]1.C(N(CC)CC)C.[F:20][C:21]([F:34])([F:33])[O:22][C:23]1[CH:28]=[CH:27][C:26]([S:29](Cl)(=[O:31])=[O:30])=[CH:25][CH:24]=1. Product: [F:34][C:21]([F:20])([F:33])[O:22][C:23]1[CH:28]=[CH:27][C:26]([S:29]([N:8]2[CH2:9][CH2:10][CH2:11][C:6]3([C:2](=[O:12])[O:3][CH2:4][CH2:5]3)[CH2:7]2)(=[O:31])=[O:30])=[CH:25][CH:24]=1. The catalyst class is: 46.